From a dataset of Reaction yield outcomes from USPTO patents with 853,638 reactions. Predict the reaction yield, written as a fraction of the theoretical maximum amount of product (1.0 means a 100% yield; for example, 0.34 means a 34% yield). (1) The reactants are [CH3:1][O:2][CH2:3][CH2:4][N:5]1[CH2:11][CH2:10][C:9]2[CH:12]=[C:13]([NH2:16])[CH:14]=[CH:15][C:8]=2[CH2:7][CH2:6]1.Cl[C:18]1[N:23]=[C:22]([NH:24][C:25]2[C:34]([CH3:35])=[CH:33][CH:32]=[CH:31][C:26]=2[C:27]([NH:29][CH3:30])=[O:28])[C:21]([Cl:36])=[CH:20][N:19]=1.C12(CS(O)(=O)=O)C(C)(C)C(CC1)CC2=O. The catalyst is CC(O)C. The product is [Cl:36][C:21]1[C:22]([NH:24][C:25]2[C:34]([CH3:35])=[CH:33][CH:32]=[CH:31][C:26]=2[C:27]([NH:29][CH3:30])=[O:28])=[N:23][C:18]([NH:16][C:13]2[CH:14]=[CH:15][C:8]3[CH2:7][CH2:6][N:5]([CH2:4][CH2:3][O:2][CH3:1])[CH2:11][CH2:10][C:9]=3[CH:12]=2)=[N:19][CH:20]=1. The yield is 0.300. (2) The reactants are [OH2:1].[NH2:2][CH:3]([CH2:7][C:8]1[CH:13]=[CH:12][C:11]([NH2:14])=[CH:10][CH:9]=1)[C:4]([OH:6])=[O:5].[Cl:15][C:16]1[C:25]2[C:20](=[CH:21][CH:22]=[CH:23][CH:24]=2)[N:19]=[CH:18][CH:17]=1.[ClH:26]. The catalyst is O1CCOCC1. The product is [OH2:5].[OH2:1].[ClH:15].[ClH:26].[NH2:2][CH:3]([CH2:7][C:8]1[CH:9]=[CH:10][C:11]([NH:14][C:16]2[C:25]3[C:20](=[CH:21][CH:22]=[CH:23][CH:24]=3)[N:19]=[CH:18][CH:17]=2)=[CH:12][CH:13]=1)[C:4]([OH:6])=[O:5]. The yield is 0.650. (3) The reactants are Cl[C:2]1[C:7]2[C:8]3[CH2:14][CH2:13][CH2:12][CH2:11][C:9]=3[Se:10][C:6]=2[N:5]=[CH:4][N:3]=1.[Cl:15][C:16]1[CH:17]=[C:18]([CH:20]=[CH:21][C:22]=1[F:23])[NH2:19]. The catalyst is C(O)(C)C. The product is [Cl:15][C:16]1[CH:17]=[C:18]([NH:19][C:2]2[C:7]3[C:8]4[CH2:14][CH2:13][CH2:12][CH2:11][C:9]=4[Se:10][C:6]=3[N:5]=[CH:4][N:3]=2)[CH:20]=[CH:21][C:22]=1[F:23]. The yield is 0.880. (4) The reactants are [H-].[Na+].[CH2:3]([NH:10][C:11]([NH:13][CH2:14][C:15]#[N:16])=[O:12])[C:4]1[CH:9]=[CH:8][CH:7]=[CH:6][CH:5]=1. The catalyst is C1COCC1. The product is [CH2:3]([N:10]1[C:15](=[NH:16])[CH2:14][NH:13][C:11]1=[O:12])[C:4]1[CH:9]=[CH:8][CH:7]=[CH:6][CH:5]=1. The yield is 0.950. (5) The reactants are [CH:1]1([NH:7][C:8](=[O:18])[C@H:9]([CH2:11][C:12]2[CH:17]=[CH:16][CH:15]=[CH:14][CH:13]=2)[NH2:10])[CH2:6][CH2:5][CH2:4][CH2:3][CH2:2]1.[CH2:19]1[CH2:25][S:22](=[O:24])(=[O:23])[O:21][CH2:20]1. The catalyst is O1CCCC1. The product is [CH2:11]([C@H:9]([NH:10][CH2:20][CH2:19][CH2:25][S:22]([OH:24])(=[O:23])=[O:21])[C:8]([NH:7][CH:1]1[CH2:6][CH2:5][CH2:4][CH2:3][CH2:2]1)=[O:18])[C:12]1[CH:13]=[CH:14][CH:15]=[CH:16][CH:17]=1. The yield is 0.390. (6) The reactants are [N:1]1[C:10]2[C:5](=[CH:6][CH:7]=[CH:8][CH:9]=2)[CH:4]=[CH:3][C:2]=1[N:11]1[C:15](=[O:16])[C:14](=[C:17]([NH:19][NH:20][C:21](=[O:32])[C:22]2[CH:27]=[CH:26][C:25]([C:28]([O:30]C)=[O:29])=[CH:24][CH:23]=2)[CH3:18])[C:13]([CH3:33])=[N:12]1.[OH-].[Na+].Cl. The catalyst is CO. The product is [N:1]1[C:10]2[C:5](=[CH:6][CH:7]=[CH:8][CH:9]=2)[CH:4]=[CH:3][C:2]=1[N:11]1[C:15](=[O:16])[C:14](=[C:17]([NH:19][NH:20][C:21](=[O:32])[C:22]2[CH:23]=[CH:24][C:25]([C:28]([OH:30])=[O:29])=[CH:26][CH:27]=2)[CH3:18])[C:13]([CH3:33])=[N:12]1. The yield is 0.340. (7) The reactants are C([O:3][CH2:4][CH2:5][O:6][NH:7][C:8]([C:10]1[N:11]=[CH:12][C:13]2[N:14]([CH:25]=[N:26][CH:27]=2)[C:15]=1[NH:16][C:17]1[CH:22]=[CH:21][C:20]([I:23])=[CH:19][C:18]=1[F:24])=[O:9])=C.Cl.O1CCOCC1. The catalyst is CO.ClCCl. The product is [OH:3][CH2:4][CH2:5][O:6][NH:7][C:8]([C:10]1[N:11]=[CH:12][C:13]2[N:14]([CH:25]=[N:26][CH:27]=2)[C:15]=1[NH:16][C:17]1[CH:22]=[CH:21][C:20]([I:23])=[CH:19][C:18]=1[F:24])=[O:9]. The yield is 0.510. (8) The reactants are [Cl:1][C:2]1[CH:7]=[CH:6][C:5]([NH:8][C@H:9]2[C:18]3[C:13](=[CH:14][CH:15]=[CH:16][CH:17]=3)[N:12]([C:19](=[O:28])[C:20]3[CH:25]=[CH:24][C:23]([O:26][CH3:27])=[CH:22][CH:21]=3)[C@@H:11]([CH3:29])[CH2:10]2)=[C:4]([F:30])[CH:3]=1.C(N(C(C)C)CC)(C)C.[C:40](Cl)(=[O:42])[CH3:41]. No catalyst specified. The product is [Cl:1][C:2]1[CH:7]=[CH:6][C:5]([N:8]([C@H:9]2[C:18]3[C:13](=[CH:14][CH:15]=[CH:16][CH:17]=3)[N:12]([C:19](=[O:28])[C:20]3[CH:21]=[CH:22][C:23]([O:26][CH3:27])=[CH:24][CH:25]=3)[C@@H:11]([CH3:29])[CH2:10]2)[C:40](=[O:42])[CH3:41])=[C:4]([F:30])[CH:3]=1. The yield is 0.920.